From a dataset of Catalyst prediction with 721,799 reactions and 888 catalyst types from USPTO. Predict which catalyst facilitates the given reaction. Reactant: [F:1][C:2]([F:9])([F:8])[C:3]1[N:7]=[CH:6][NH:5][N:4]=1.Cl[C:11]1[C:16]([Cl:17])=[CH:15][CH:14]=[CH:13][N:12]=1.C(=O)([O-])[O-].[K+].[K+].CN(C)C=O. Product: [Cl:17][C:16]1[C:11]([N:5]2[CH:6]=[N:7][C:3]([C:2]([F:9])([F:8])[F:1])=[N:4]2)=[N:12][CH:13]=[CH:14][CH:15]=1. The catalyst class is: 6.